Dataset: Catalyst prediction with 721,799 reactions and 888 catalyst types from USPTO. Task: Predict which catalyst facilitates the given reaction. Reactant: CN(OC)[C:3]([C:5]1[S:6][C:7]2[CH:14]=[C:13]([C:15]([F:18])([F:17])[F:16])[CH:12]=[CH:11][C:8]=2[C:9]=1[CH3:10])=[O:4].[CH2:21]([Mg]Cl)[CH2:22][CH3:23].C(OCC)C. Product: [CH3:10][C:9]1[C:8]2[CH:11]=[CH:12][C:13]([C:15]([F:18])([F:17])[F:16])=[CH:14][C:7]=2[S:6][C:5]=1[C:3](=[O:4])[CH2:21][CH2:22][CH3:23]. The catalyst class is: 683.